This data is from Reaction yield outcomes from USPTO patents with 853,638 reactions. The task is: Predict the reaction yield, written as a fraction of the theoretical maximum amount of product (1.0 means a 100% yield; for example, 0.34 means a 34% yield). (1) The reactants are C[Al](C)C.[F:5][C:6]([F:10])([F:9])[CH2:7][NH2:8].C[O:12][C:13](=O)[C:14]1[CH:19]=[CH:18][C:17]([O:20][CH2:21][C:22]2[C:23]([C:28]3[CH:33]=[CH:32][CH:31]=[C:30]([F:34])[CH:29]=3)=[N:24][O:25][C:26]=2[CH3:27])=[N:16][CH:15]=1.O. The catalyst is O1CCOCC1. The product is [F:34][C:30]1[CH:29]=[C:28]([C:23]2[C:22]([CH2:21][O:20][C:17]3[CH:18]=[CH:19][C:14]([C:13]([NH:8][CH2:7][C:6]([F:10])([F:9])[F:5])=[O:12])=[CH:15][N:16]=3)=[C:26]([CH3:27])[O:25][N:24]=2)[CH:33]=[CH:32][CH:31]=1. The yield is 0.990. (2) The reactants are C[O:2][C:3](=[O:28])[C@H:4]([CH2:20][C:21]1[CH:26]=[CH:25][C:24]([NH2:27])=[CH:23][CH:22]=1)[NH:5][C:6]([C:8]1([CH2:13][C:14]2[CH:19]=[CH:18][CH:17]=[CH:16][CH:15]=2)[CH2:12][CH2:11][CH2:10][CH2:9]1)=[O:7].[CH3:29][C:30]1[CH:38]=[CH:37][C:36]([N+:39]([O-:41])=[O:40])=[CH:35][C:31]=1[C:32](O)=[O:33]. No catalyst specified. The product is [CH3:29][C:30]1[CH:38]=[CH:37][C:36]([N+:39]([O-:41])=[O:40])=[CH:35][C:31]=1[C:32]([NH:27][C:24]1[CH:25]=[CH:26][C:21]([CH2:20][C@@H:4]([C:3]([OH:2])=[O:28])[NH:5][C:6]([C:8]2([CH2:13][C:14]3[CH:15]=[CH:16][CH:17]=[CH:18][CH:19]=3)[CH2:12][CH2:11][CH2:10][CH2:9]2)=[O:7])=[CH:22][CH:23]=1)=[O:33]. The yield is 0.690. (3) The reactants are [CH3:1][C:2]([O:5][C:6]([NH:8][C:9]1[S:13][C:12]2[CH:14]=[C:15]([N+:18]([O-])=O)[CH:16]=[CH:17][C:11]=2[N:10]=1)=[O:7])([CH3:4])[CH3:3].[H][H]. The catalyst is CN(C)C=O.[Pd]. The product is [CH3:4][C:2]([O:5][C:6]([NH:8][C:9]1[S:13][C:12]2[CH:14]=[C:15]([NH2:18])[CH:16]=[CH:17][C:11]=2[N:10]=1)=[O:7])([CH3:1])[CH3:3]. The yield is 0.770. (4) The catalyst is [Ni].CO.O1CCOCC1.CCO. The yield is 0.820. The product is [ClH:25].[ClH:25].[NH2:1][C:4]1[C:14]([NH2:15])=[CH:13][CH:12]=[CH:11][C:5]=1[O:6][CH2:7][C:8]([O:10][CH2:22][CH2:18][CH2:19][CH3:20])=[O:9]. The reactants are [N+:1]([C:4]1[C:14]([N+:15]([O-])=O)=[CH:13][CH:12]=[CH:11][C:5]=1[O:6][CH2:7][C:8]([O-:10])=[O:9])([O-])=O.[CH2:18]1[CH2:22]O[CH2:20][CH2:19]1.[H][H].[ClH:25]. (5) The reactants are [Br:1][C:2]1[CH:3]=[C:4]([CH3:11])[C:5](F)=[C:6]([CH:9]=1)[C:7]#[N:8].C([O-])([O-])=O.[K+].[K+].[NH:18]1[CH:22]=[N:21][CH:20]=[N:19]1. The catalyst is CN(C=O)C.O. The product is [Br:1][C:2]1[CH:3]=[C:4]([CH3:11])[C:5]([N:18]2[CH:22]=[N:21][CH:20]=[N:19]2)=[C:6]([CH:9]=1)[C:7]#[N:8]. The yield is 0.490. (6) The reactants are [CH:1]1([C:4]2[C:13]3[C:8](=[CH:9][CH:10]=[CH:11][CH:12]=3)[CH:7]=[N:6][C:5]=2[NH2:14])[CH2:3][CH2:2]1.Cl[S:16]([C:19]1[CH:26]=[CH:25][C:22]([C:23]#[N:24])=[CH:21][CH:20]=1)(=[O:18])=[O:17]. The catalyst is N1C=CC=CC=1. The product is [C:23]([C:22]1[CH:21]=[CH:20][C:19]([S:16]([NH:14][C:5]2[N:6]=[CH:7][C:8]3[C:13]([C:4]=2[CH:1]2[CH2:3][CH2:2]2)=[CH:12][CH:11]=[CH:10][CH:9]=3)(=[O:18])=[O:17])=[CH:26][CH:25]=1)#[N:24]. The yield is 0.230. (7) The reactants are [CH3:1][C:2]([S-:5])([CH3:4])[CH3:3].[Na+].[CH3:7][S:8](Cl)(=[O:10])=[O:9]. The catalyst is O1CCCC1.ClCCl. The product is [CH3:7][S:8](=[O:10])([S:5][C:2]([CH3:4])([CH3:3])[CH3:1])=[O:9]. The yield is 0.760.